Predict the reactants needed to synthesize the given product. From a dataset of Full USPTO retrosynthesis dataset with 1.9M reactions from patents (1976-2016). (1) Given the product [Cl:1][C:2]1[CH:10]=[C:9]2[C:5]([C:6]([C:11]([N:24]3[CH2:29][CH2:28][C:27]4([C:37]5[C:32](=[CH:33][CH:34]=[CH:35][CH:36]=5)[CH2:31][NH:30]4)[CH2:26][CH2:25]3)=[O:13])=[CH:7][NH:8]2)=[CH:4][CH:3]=1, predict the reactants needed to synthesize it. The reactants are: [Cl:1][C:2]1[CH:10]=[C:9]2[C:5]([C:6]([C:11]([OH:13])=O)=[CH:7][NH:8]2)=[CH:4][CH:3]=1.ClC(N(C)C)=C(C)C.Cl.Cl.[NH:24]1[CH2:29][CH2:28][C:27]2([C:37]3[C:32](=[CH:33][CH:34]=[CH:35][CH:36]=3)[CH2:31][NH:30]2)[CH2:26][CH2:25]1.C(N(CC)CC)C. (2) Given the product [C:17]([O:21][C:22]([N:24]1[CH2:29][CH2:28][CH:27]([CH:30]([OH:31])[C:2]2[O:1][CH:5]=[CH:4][N:3]=2)[CH2:26][CH2:25]1)=[O:23])([CH3:20])([CH3:19])[CH3:18], predict the reactants needed to synthesize it. The reactants are: [O:1]1[CH:5]=[CH:4][N:3]=[CH:2]1.B.C1COCC1.[Li]C(C)(C)C.[C:17]([O:21][C:22]([N:24]1[CH2:29][CH2:28][CH:27]([CH:30]=[O:31])[CH2:26][CH2:25]1)=[O:23])([CH3:20])([CH3:19])[CH3:18]. (3) Given the product [CH2:1]([O:8][C:9]1[CH:14]=[CH:13][C:12]([C:15]2[NH:16][CH:17]=[C:18]([CH2:20][OH:21])[N:19]=2)=[C:11]([F:24])[CH:10]=1)[C:2]1[CH:3]=[CH:4][CH:5]=[CH:6][CH:7]=1, predict the reactants needed to synthesize it. The reactants are: [CH2:1]([O:8][C:9]1[CH:14]=[CH:13][C:12]([C:15]2[NH:16][CH:17]=[C:18]([C:20](OC)=[O:21])[N:19]=2)=[C:11]([F:24])[CH:10]=1)[C:2]1[CH:7]=[CH:6][CH:5]=[CH:4][CH:3]=1.[H-].[Al+3].[Li+].[H-].[H-].[H-].[Cl-].[NH4+].C(OCC)(=O)C. (4) Given the product [CH2:1]([O:8][C:9]([N:11]1[CH2:16][CH2:15][CH:14]([CH:17]([OH:18])[CH2:19][CH3:20])[CH2:13][CH2:12]1)=[O:10])[C:2]1[CH:7]=[CH:6][CH:5]=[CH:4][CH:3]=1, predict the reactants needed to synthesize it. The reactants are: [CH2:1]([O:8][C:9]([N:11]1[CH2:16][CH2:15][CH:14]([CH:17]=[O:18])[CH2:13][CH2:12]1)=[O:10])[C:2]1[CH:7]=[CH:6][CH:5]=[CH:4][CH:3]=1.[CH2:19]([Mg]Br)[CH3:20]. (5) Given the product [CH3:21][O:20][C:15]1[CH:16]=[CH:17][CH:18]=[CH:19][C:14]=1[CH2:13][NH:12][C:6]1[CH:5]=[CH:4][C:3]2[C:8](=[CH:9][CH:10]=[CH:11][C:2]=2[CH:22]=[CH2:23])[N:7]=1, predict the reactants needed to synthesize it. The reactants are: Br[C:2]1[CH:11]=[CH:10][CH:9]=[C:8]2[C:3]=1[CH:4]=[CH:5][C:6]([NH:12][CH2:13][C:14]1[CH:19]=[CH:18][CH:17]=[CH:16][C:15]=1[O:20][CH3:21])=[N:7]2.[CH:22]([Sn](CCCC)(CCCC)CCCC)=[CH2:23]. (6) Given the product [NH2:7][CH2:8][CH2:9][S:10]([C:11]1[CH:12]=[C:13]([C:25]2[NH:26][CH:27]=[CH:28][CH:29]=2)[C:14]2[C:15](=[O:24])[NH:16][C:17]3[C:22]=2[C:21]=1[C:20]([F:23])=[CH:19][CH:18]=3)=[O:39], predict the reactants needed to synthesize it. The reactants are: C(OC(=O)[NH:7][CH2:8][CH2:9][S:10][C:11]1[CH:12]=[C:13]([C:25]2[NH:26][CH:27]=[CH:28][CH:29]=2)[C:14]2[C:15](=[O:24])[NH:16][C:17]3[C:22]=2[C:21]=1[C:20]([F:23])=[CH:19][CH:18]=3)(C)(C)C.C1C=C(Cl)C=C(C(OO)=[O:39])C=1.C(OCC)(=O)C. (7) Given the product [CH:21]1([C:19]([NH:18][C:13]2[N:14]=[CH:15][C:16]3[C:11]([CH:12]=2)=[CH:10][CH:9]=[C:8]([C:6]2[CH:7]=[C:2]([NH:1][C:36](=[O:37])[O:38][C:39]4[CH:40]=[CH:41][C:42]([N+:45]([O-:47])=[O:46])=[CH:43][CH:44]=4)[CH:3]=[CH:4][C:5]=2[CH3:24])[CH:17]=3)=[O:20])[CH2:22][CH2:23]1, predict the reactants needed to synthesize it. The reactants are: [NH2:1][C:2]1[CH:3]=[CH:4][C:5]([CH3:24])=[C:6]([C:8]2[CH:17]=[C:16]3[C:11]([CH:12]=[C:13]([NH:18][C:19]([CH:21]4[CH2:23][CH2:22]4)=[O:20])[N:14]=[CH:15]3)=[CH:10][CH:9]=2)[CH:7]=1.ClCCCl.N1C=CC=CC=1.Cl[C:36]([O:38][C:39]1[CH:44]=[CH:43][C:42]([N+:45]([O-:47])=[O:46])=[CH:41][CH:40]=1)=[O:37].